From a dataset of Retrosynthesis with 50K atom-mapped reactions and 10 reaction types from USPTO. Predict the reactants needed to synthesize the given product. Given the product CC(C)Oc1ccc(-c2cnc(-c3ccc4c(c3)CCNCC4)s2)cc1Cl, predict the reactants needed to synthesize it. The reactants are: CC(C)Oc1ccc(-c2cnc(-c3ccc4c(c3)CCN(C(=O)OC(C)(C)C)CC4)s2)cc1Cl.